This data is from Reaction yield outcomes from USPTO patents with 853,638 reactions. The task is: Predict the reaction yield, written as a fraction of the theoretical maximum amount of product (1.0 means a 100% yield; for example, 0.34 means a 34% yield). (1) The reactants are C([O:3][C:4](=[O:25])[CH2:5][C:6]1[CH:11]=[CH:10][C:9]([NH:12][C:13]([C:15]2[C:16]3[CH:23]=[CH:22][CH:21]=[CH:20][C:17]=3[O:18][CH:19]=2)=[O:14])=[C:8]([Cl:24])[CH:7]=1)C.[OH-].[Na+]. The catalyst is O1CCCC1.CO. The product is [O:18]1[CH:19]=[C:15]([C:13]([NH:12][C:9]2[CH:10]=[CH:11][C:6]([CH2:5][C:4]([OH:25])=[O:3])=[CH:7][C:8]=2[Cl:24])=[O:14])[C:16]2[CH:23]=[CH:22][CH:21]=[CH:20][C:17]1=2. The yield is 0.890. (2) The reactants are C(OC([N:8]1[CH2:13][CH2:12][CH2:11][CH2:10][C@@H:9]1[CH2:14][O:15][C:16]1[C:25]2[C:24]([NH2:26])=[N:23][S:22](=[O:28])(=[O:27])[NH:21][C:20]=2[CH:19]=[CH:18][CH:17]=1)=O)(C)(C)C.[ClH:29]. The catalyst is C(O)C. The product is [ClH:29].[NH2:26][C:24]1[C:25]2[C:16]([O:15][CH2:14][C@H:9]3[CH2:10][CH2:11][CH2:12][CH2:13][NH2+:8]3)=[CH:17][CH:18]=[CH:19][C:20]=2[NH:21][S:22](=[O:27])(=[O:28])[N:23]=1. The yield is 0.850. (3) The yield is 0.890. The reactants are [N+:1]([C:4]1[CH:9]=[CH:8][C:7]([CH2:10][CH2:11][NH:12][CH2:13][CH2:14][N:15]2[CH2:20][CH2:19][N:18]([C:21]3[CH:26]=[CH:25][CH:24]=[CH:23][CH:22]=3)[CH2:17][CH2:16]2)=[CH:6][CH:5]=1)([O-:3])=[O:2].CCN(CC)CC.[C:34](Cl)(=[O:37])[CH2:35][CH3:36]. The product is [N+:1]([C:4]1[CH:9]=[CH:8][C:7]([CH2:10][CH2:11][N:12]([CH2:13][CH2:14][N:15]2[CH2:16][CH2:17][N:18]([C:21]3[CH:22]=[CH:23][CH:24]=[CH:25][CH:26]=3)[CH2:19][CH2:20]2)[C:34](=[O:37])[CH2:35][CH3:36])=[CH:6][CH:5]=1)([O-:3])=[O:2]. The catalyst is C(Cl)Cl. (4) The reactants are [CH3:1][CH:2]([CH3:29])[C@@H:3]([O:19][CH2:20][CH2:21][O:22][C:23]1[CH:28]=[CH:27][CH:26]=[CH:25][CH:24]=1)[C:4]([NH:6][C@H:7]([C:9]1[CH:18]=[CH:17][C:12]([C:13]([O:15]C)=[O:14])=[CH:11][CH:10]=1)[CH3:8])=[O:5].[OH-].[Na+].Cl. The catalyst is CO.C1COCC1. The product is [CH3:1][CH:2]([CH3:29])[C@@H:3]([O:19][CH2:20][CH2:21][O:22][C:23]1[CH:28]=[CH:27][CH:26]=[CH:25][CH:24]=1)[C:4]([NH:6][C@H:7]([C:9]1[CH:18]=[CH:17][C:12]([C:13]([OH:15])=[O:14])=[CH:11][CH:10]=1)[CH3:8])=[O:5]. The yield is 0.480. (5) The reactants are [CH3:1][O:2][C:3](=[O:15])[C:4]1[CH:9]=[C:8]([O:10][CH3:11])[CH:7]=[C:6]([O:12][CH3:13])[C:5]=1Br. The catalyst is CN(C=O)C. The product is [CH3:1][O:2][C:3]([C:4]1[C:5]([C:9]2[C:4]([C:3]([O:2][CH3:1])=[O:15])=[CH:5][C:6]([O:12][CH3:13])=[CH:7][C:8]=2[O:10][CH3:11])=[C:6]([O:12][CH3:13])[CH:7]=[C:8]([O:10][CH3:11])[CH:9]=1)=[O:15]. The yield is 0.680. (6) The yield is 0.900. No catalyst specified. The product is [C:20]1([C:18]([NH:17][C@@H:7]2[C:8](=[O:36])[N:9]3[C@H:31]([C:32]([OH:40])=[O:33])[CH2:30][CH2:34][C@H:10]3[CH2:11][CH:12]=[CH:13][CH2:14]2)=[O:35])[C:29]2[C:24](=[CH:25][CH:26]=[CH:27][CH:28]=2)[CH:23]=[CH:22][N:21]=1. The reactants are COC(C1[N:9]2[C:10](=O)[CH2:11][CH2:12][CH:13]=[CH:14]C[CH:8]2[CH:7]([NH:17][C:18]([C:20]2[C:29]3[C:24](=[CH:25][CH:26]=[CH:27][CH:28]=3)[CH:23]=[CH:22][N:21]=2)=O)C1)=O.[CH2:30]1[CH2:34][O:33][CH2:32][CH2:31]1.[OH2:35].[OH-:36].[Li+].C(OCC)(=[O:40])C. (7) The reactants are [F:1][C:2]1[CH:7]=[CH:6][C:5]([CH2:8][CH2:9][S:10][CH:11]([C:22]([O:24][CH2:25][C:26]([Cl:29])([Cl:28])[Cl:27])=[O:23])[CH2:12][C:13]2[CH:21]=[CH:20][C:16]([C:17]([OH:19])=[O:18])=[CH:15][CH:14]=2)=[CH:4][CH:3]=1.O[CH2:31][C:32]1[CH:37]=[CH:36][C:35]([O:38][S:39]([CH3:42])(=[O:41])=[O:40])=[CH:34][CH:33]=1.C1(C2OC(C(F)(F)F)=C(COC(=O)C3C=CC(CC(SCCC4C=CC(F)=CC=4)C(OCC(Cl)(Cl)Cl)=O)=CC=3)N=2)C=CC=CC=1. No catalyst specified. The product is [CH3:42][S:39]([O:38][C:35]1[CH:36]=[CH:37][C:32]([CH2:31][O:18][C:17](=[O:19])[C:16]2[CH:20]=[CH:21][C:13]([CH2:12][CH:11]([S:10][CH2:9][CH2:8][C:5]3[CH:6]=[CH:7][C:2]([F:1])=[CH:3][CH:4]=3)[C:22]([O:24][CH2:25][C:26]([Cl:29])([Cl:27])[Cl:28])=[O:23])=[CH:14][CH:15]=2)=[CH:33][CH:34]=1)(=[O:41])=[O:40]. The yield is 0.450. (8) The reactants are [I:1]Cl.[CH3:3][N:4]1[CH:8]=[C:7]([C:9]2[CH:14]=[CH:13][N:12]=[C:11]3[N:15]([S:22]([C:25]4[CH:30]=[CH:29][CH:28]=[CH:27][CH:26]=4)(=[O:24])=[O:23])[C:16]([Si](C)(C)C)=[CH:17][C:10]=23)[C:6]([C:31]2[CH:36]=[CH:35][C:34]([N+:37]([O-:39])=[O:38])=[CH:33][CH:32]=2)=[N:5]1. The catalyst is C(#N)C. The product is [I:1][C:16]1[N:15]([S:22]([C:25]2[CH:30]=[CH:29][CH:28]=[CH:27][CH:26]=2)(=[O:24])=[O:23])[C:11]2=[N:12][CH:13]=[CH:14][C:9]([C:7]3[C:6]([C:31]4[CH:36]=[CH:35][C:34]([N+:37]([O-:39])=[O:38])=[CH:33][CH:32]=4)=[N:5][N:4]([CH3:3])[CH:8]=3)=[C:10]2[CH:17]=1. The yield is 0.530. (9) The reactants are Br[C:2]([CH3:13])([C:8]([O:10][CH2:11][CH3:12])=[O:9])[C:3]([O:5][CH2:6][CH3:7])=[O:4].[F-].[K+].[N+:16]([C:19]1[CH:20]=[C:21]([OH:25])[CH:22]=[CH:23][CH:24]=1)([O-:18])=[O:17]. The catalyst is CN(C=O)C.O. The product is [CH3:13][C:2]([O:25][C:21]1[CH:22]=[CH:23][CH:24]=[C:19]([N+:16]([O-:18])=[O:17])[CH:20]=1)([C:8]([O:10][CH2:11][CH3:12])=[O:9])[C:3]([O:5][CH2:6][CH3:7])=[O:4]. The yield is 0.800. (10) The reactants are C([N:3]([CH2:6]C)CC)C.C1(P(N=[N+]=[N-])(C2C=CC=CC=2)=[O:15])C=CC=CC=1.[C:25]([OH:29])([CH3:28])([CH3:27])[CH3:26].C([C:33]1[N:34]=[CH:35][C:36]([C:39]2[N:43]([C:44]3[CH:45]=[N:46][CH:47]=[CH:48][CH:49]=3)[N:42]=[C:41]([C:50]([O:52][CH2:53][CH3:54])=[O:51])[CH:40]=2)=[N:37][CH:38]=1)(O)=O. The catalyst is O1CCOCC1. The product is [C:25]([O:29][C:6]([NH:3][C:33]1[N:34]=[CH:35][C:36]([C:39]2[N:43]([C:44]3[CH:45]=[N:46][CH:47]=[CH:48][CH:49]=3)[N:42]=[C:41]([C:50]([O:52][CH2:53][CH3:54])=[O:51])[CH:40]=2)=[N:37][CH:38]=1)=[O:15])([CH3:28])([CH3:27])[CH3:26]. The yield is 0.720.